This data is from Forward reaction prediction with 1.9M reactions from USPTO patents (1976-2016). The task is: Predict the product of the given reaction. Given the reactants [Cl:1][C:2]1[CH:8]=[CH:7][C:6]([O:9][CH3:10])=[CH:5][C:3]=1[NH2:4].Cl.[C:12]1(Cl)[C:18](=O)C(Cl)=C(Cl)[C:14](=O)[C:13]=1Cl.C(=O)/C=C/C, predict the reaction product. The product is: [ClH:1].[Cl:1][C:2]1[CH:8]=[CH:7][C:6]([O:9][CH3:10])=[C:5]2[C:3]=1[N:4]=[C:13]([CH3:14])[CH:12]=[CH:18]2.